Dataset: Catalyst prediction with 721,799 reactions and 888 catalyst types from USPTO. Task: Predict which catalyst facilitates the given reaction. (1) Reactant: [C:1]([C:5]1[CH:63]=[CH:62][C:8]([C:9]([NH:11][C@@H:12]([CH2:35][C:36]2[CH:41]=[CH:40][C:39]([C:42]3[N:47]=[CH:46][C:45]([C:48]4[CH:53]=[CH:52][C:51]([O:54][CH2:55][CH2:56][CH2:57][CH2:58][CH2:59][CH2:60][CH3:61])=[CH:50][CH:49]=4)=[CH:44][N:43]=3)=[CH:38][CH:37]=2)[C:13]([NH:15][C@H:16]([C:28]([O:30][C:31]([CH3:34])([CH3:33])[CH3:32])=[O:29])[CH2:17][C:18]([O:20]CC2C=CC=CC=2)=[O:19])=[O:14])=[O:10])=[CH:7][CH:6]=1)([CH3:4])([CH3:3])[CH3:2]. Product: [C:31]([O:30][C:28](=[O:29])[C@@H:16]([NH:15][C:13](=[O:14])[C@@H:12]([NH:11][C:9](=[O:10])[C:8]1[CH:7]=[CH:6][C:5]([C:1]([CH3:4])([CH3:3])[CH3:2])=[CH:63][CH:62]=1)[CH2:35][C:36]1[CH:37]=[CH:38][C:39]([C:42]2[N:47]=[CH:46][C:45]([C:48]3[CH:53]=[CH:52][C:51]([O:54][CH2:55][CH2:56][CH2:57][CH2:58][CH2:59][CH2:60][CH3:61])=[CH:50][CH:49]=3)=[CH:44][N:43]=2)=[CH:40][CH:41]=1)[CH2:17][C:18]([OH:20])=[O:19])([CH3:32])([CH3:33])[CH3:34]. The catalyst class is: 123. (2) Reactant: [BH4-].[Na+].[O:3]([C:10]1[CH:17]=[CH:16][C:13]([CH:14]=[O:15])=[CH:12][CH:11]=1)[C:4]1[CH:9]=[CH:8][CH:7]=[CH:6][CH:5]=1.Cl. Product: [O:3]([C:10]1[CH:11]=[CH:12][C:13]([CH2:14][OH:15])=[CH:16][CH:17]=1)[C:4]1[CH:5]=[CH:6][CH:7]=[CH:8][CH:9]=1. The catalyst class is: 8.